This data is from HIV replication inhibition screening data with 41,000+ compounds from the AIDS Antiviral Screen. The task is: Binary Classification. Given a drug SMILES string, predict its activity (active/inactive) in a high-throughput screening assay against a specified biological target. The compound is NS(=O)(=O)c1ccc(NC2=NCC(CI)S2)cc1. The result is 0 (inactive).